Dataset: Reaction yield outcomes from USPTO patents with 853,638 reactions. Task: Predict the reaction yield, written as a fraction of the theoretical maximum amount of product (1.0 means a 100% yield; for example, 0.34 means a 34% yield). (1) The reactants are [CH3:1][O:2][C:3]1[CH:27]=[CH:26][C:6]([CH2:7][O:8][C:9]2[CH:10]=[CH:11][C:12]([NH:15][S:16]([C:19]3[CH:24]=[CH:23][C:22]([CH3:25])=[CH:21][CH:20]=3)(=[O:18])=[O:17])=[N:13][CH:14]=2)=[CH:5][CH:4]=1.Br[CH:29]([CH3:33])[C:30]([NH2:32])=[O:31].C(N(CC)C(C)C)(C)C.C(OCC)(=O)C. The catalyst is CN(C)C=O.O. The product is [CH3:1][O:2][C:3]1[CH:4]=[CH:5][C:6]([CH2:7][O:8][C:9]2[CH:10]=[CH:11][C:12](=[N:15][S:16]([C:19]3[CH:24]=[CH:23][C:22]([CH3:25])=[CH:21][CH:20]=3)(=[O:18])=[O:17])[N:13]([CH:29]([CH3:33])[C:30]([NH2:32])=[O:31])[CH:14]=2)=[CH:26][CH:27]=1. The yield is 0.740. (2) The reactants are [OH-].[Na+].[Cl:3][C:4]1[CH:12]=[C:8]([C:9]([OH:11])=[O:10])[C:7]([OH:13])=[CH:6][CH:5]=1.[CH3:14][O:15][CH2:16][CH2:17][O:18][CH2:19]Cl.Cl. The catalyst is O1CCCC1.O. The product is [Cl:3][C:4]1[CH:5]=[CH:6][C:7]([O:13][CH2:14][O:15][CH2:16][CH2:17][O:18][CH3:19])=[C:8]([CH:12]=1)[C:9]([OH:11])=[O:10]. The yield is 0.820. (3) The reactants are [OH:1][C@@H:2]([CH2:15][CH:16]([CH3:18])[CH3:17])[C:3]([NH:5][C@H:6]([C:11]([O:13]C)=[O:12])[CH2:7][CH:8]([CH3:10])[CH3:9])=[O:4].[Li+].[OH-]. The catalyst is C1COCC1.Cl. The product is [OH:1][C@@H:2]([CH2:15][CH:16]([CH3:18])[CH3:17])[C:3]([NH:5][C@H:6]([C:11]([OH:13])=[O:12])[CH2:7][CH:8]([CH3:10])[CH3:9])=[O:4]. The yield is 0.870. (4) The reactants are [Cl:1][C:2]1[CH:7]=[CH:6][N:5]=[C:4]([C@H:8]([NH:12][S@@](C(C)(C)C)=O)[CH2:9][CH:10]=[CH2:11])[CH:3]=1.Cl.O1CCOCC1.CCN(CC)CC.[CH3:33][C:34]([O:37][C:38](O[C:38]([O:37][C:34]([CH3:36])([CH3:35])[CH3:33])=[O:39])=[O:39])([CH3:36])[CH3:35]. The catalyst is C(Cl)Cl.CO. The product is [C:34]([O:37][C:38](=[O:39])[NH:12][C@@H:8]([C:4]1[CH:3]=[C:2]([Cl:1])[CH:7]=[CH:6][N:5]=1)[CH2:9][CH:10]=[CH2:11])([CH3:36])([CH3:35])[CH3:33]. The yield is 0.880. (5) The reactants are [C:1]([O:4][CH:5]1[CH2:10][CH:9]([C:11]2[CH:16]=[CH:15][N:14]=[CH:13][C:12]=2[N+:17]([O-])=O)[O:8][CH:7]([CH3:20])[CH:6]1[O:21][Si:22]([C:25]([CH3:28])([CH3:27])[CH3:26])([CH3:24])[CH3:23])(=[O:3])[CH3:2]. The catalyst is CCO.CCOC(C)=O.[Pd]. The product is [C:1]([O:4][CH:5]1[CH2:10][CH:9]([C:11]2[CH:16]=[CH:15][N:14]=[CH:13][C:12]=2[NH2:17])[O:8][CH:7]([CH3:20])[CH:6]1[O:21][Si:22]([C:25]([CH3:26])([CH3:28])[CH3:27])([CH3:23])[CH3:24])(=[O:3])[CH3:2]. The yield is 0.950.